From a dataset of Catalyst prediction with 721,799 reactions and 888 catalyst types from USPTO. Predict which catalyst facilitates the given reaction. (1) Reactant: [C@H:1]1([NH:10][C:11]2[CH:20]=[CH:19][C:18]3[C:13](=[CH:14][CH:15]=[C:16]([NH2:21])[CH:17]=3)[N:12]=2)[C:9]2[C:4](=[CH:5][CH:6]=[CH:7][CH:8]=2)[CH2:3][CH2:2]1.C(N(CC)CC)C.[C:29](Cl)(=[O:33])[CH:30]([CH3:32])[CH3:31]. Product: [C@H:1]1([NH:10][C:11]2[CH:20]=[CH:19][C:18]3[C:13](=[CH:14][CH:15]=[C:16]([NH:21][C:29](=[O:33])[CH:30]([CH3:32])[CH3:31])[CH:17]=3)[N:12]=2)[C:9]2[C:4](=[CH:5][CH:6]=[CH:7][CH:8]=2)[CH2:3][CH2:2]1. The catalyst class is: 11. (2) Reactant: C[C:2]([C:8]1[CH:13]=[CH:12][C:11]([N:14]2[CH:18]=[CH:17][CH:16]=[N:15]2)=[CH:10][CH:9]=1)([O:6][CH3:7])[C:3]([OH:5])=O.CN1CCOCC1.C(OC(Cl)=O)C(C)C.Cl.[CH3:35][NH:36][O:37][CH3:38]. Product: [N:14]1([C:11]2[CH:10]=[CH:9][C:8]([CH:2]([O:6][CH3:7])[C:3]([N:36]([O:37][CH3:38])[CH3:35])=[O:5])=[CH:13][CH:12]=2)[CH:18]=[CH:17][CH:16]=[N:15]1. The catalyst class is: 793.